Dataset: Full USPTO retrosynthesis dataset with 1.9M reactions from patents (1976-2016). Task: Predict the reactants needed to synthesize the given product. (1) Given the product [C:1]([O:5][C:6]([N:8]1[CH2:13][CH2:12][C:11]2[S:14][C:15]([N:17]([CH3:44])[C:18]([N:20]3[CH2:25][CH2:24][N:23]([S:26]([C:29]4[CH:38]=[CH:37][C:36]5[C:31](=[CH:32][CH:33]=[C:34]([Cl:39])[CH:35]=5)[CH:30]=4)(=[O:27])=[O:28])[CH2:22][CH2:21]3)=[O:19])=[CH:16][C:10]=2[CH2:9]1)=[O:7])([CH3:4])([CH3:2])[CH3:3], predict the reactants needed to synthesize it. The reactants are: [C:1]([O:5][C:6]([N:8]1[CH2:13][CH2:12][C:11]2[S:14][C:15]([NH:17][C:18]([N:20]3[CH2:25][CH2:24][N:23]([S:26]([C:29]4[CH:38]=[CH:37][C:36]5[C:31](=[CH:32][CH:33]=[C:34]([Cl:39])[CH:35]=5)[CH:30]=4)(=[O:28])=[O:27])[CH2:22][CH2:21]3)=[O:19])=[CH:16][C:10]=2[CH2:9]1)=[O:7])([CH3:4])([CH3:3])[CH3:2].[H-].[Na+].CI.[C:44](OCC)(=O)C. (2) Given the product [CH3:19][C:20]1[CH:25]=[C:24]([CH3:26])[CH:23]=[C:22]([CH3:27])[C:21]=1[S:28]([C:31]1[N:35]=[CH:34][N:33]([C:5](=[O:11])[N:13]([CH3:18])[CH2:14][CH3:15])[N:32]=1)(=[O:29])=[O:30], predict the reactants needed to synthesize it. The reactants are: ClC(Cl)(O[C:5](=[O:11])OC(Cl)(Cl)Cl)Cl.[N:13]1[CH:18]=CC=[CH:15][CH:14]=1.[CH3:19][C:20]1[CH:25]=[C:24]([CH3:26])[CH:23]=[C:22]([CH3:27])[C:21]=1[S:28]([C:31]1[N:35]=[CH:34][NH:33][N:32]=1)(=[O:30])=[O:29].CNCC. (3) Given the product [Cl:1][C:2]1[CH:3]=[C:4]([C:8]([NH:11][C@@H:12]2[CH2:17][CH2:16][N:15]([C:18]([O:20][CH2:21][CH3:22])=[O:19])[CH2:14][C@@H:13]2[O:23][CH2:24][CH3:25])=[O:10])[NH:5][C:6]=1[CH3:7], predict the reactants needed to synthesize it. The reactants are: [Cl:1][C:2]1[CH:3]=[C:4]([C:8]([OH:10])=O)[NH:5][C:6]=1[CH3:7].[NH2:11][C@@H:12]1[CH2:17][CH2:16][N:15]([C:18]([O:20][CH2:21][CH3:22])=[O:19])[CH2:14][C@@H:13]1[O:23][CH2:24][CH3:25].C1C=CC2N(O)N=NC=2C=1.CN1CCOCC1.CCN=C=NCCCN(C)C.Cl. (4) Given the product [NH2:40][C:37]1[CH:38]=[CH:39][C:34]([O:12][C:10]2[C:9]3[C:4](=[CH:5][C:6]([O:15][CH3:16])=[C:7]([O:13][CH3:14])[CH:8]=3)[N:3]=[C:2]([NH2:1])[CH:11]=2)=[C:35]([F:41])[CH:36]=1, predict the reactants needed to synthesize it. The reactants are: [NH2:1][C:2]1[CH:11]=[C:10]([OH:12])[C:9]2[C:4](=[CH:5][C:6]([O:15][CH3:16])=[C:7]([O:13][CH3:14])[CH:8]=2)[N:3]=1.COC1C=C2C(=CC=1OC)N=C(SC)C=C2O[C:34]1[CH:39]=[CH:38][C:37]([NH2:40])=[CH:36][C:35]=1[F:41]. (5) The reactants are: C(P(C(C)(C)C)C(C)(C)C)(C)(C)C.Br[C:15]1[CH:16]=[CH:17][C:18]([OH:23])=[C:19]([CH:22]=1)[CH:20]=[O:21].[CH2:24]([N:31]1[CH2:36][CH2:35][NH:34][CH2:33][CH2:32]1)[C:25]1[CH:30]=[CH:29][CH:28]=[CH:27][CH:26]=1.CC(C)([O-])C.[Na+]. Given the product [CH2:24]([N:31]1[CH2:36][CH2:35][N:34]([C:15]2[CH:16]=[CH:17][C:18]([OH:23])=[C:19]([CH:22]=2)[CH:20]=[O:21])[CH2:33][CH2:32]1)[C:25]1[CH:26]=[CH:27][CH:28]=[CH:29][CH:30]=1, predict the reactants needed to synthesize it. (6) Given the product [CH3:14][C:13]([C:11]1[S:12][C:8]([C:6]2[CH:5]=[CH:4][N:3]=[C:2]([NH:40][CH2:36][CH:37]([CH3:39])[CH3:38])[N:7]=2)=[C:9]([C:17]2[C:18]([F:35])=[C:19]([NH:23][S:24]([C:27]3[CH:32]=[C:31]([F:33])[CH:30]=[CH:29][C:28]=3[F:34])(=[O:26])=[O:25])[CH:20]=[CH:21][CH:22]=2)[N:10]=1)([CH3:16])[CH3:15], predict the reactants needed to synthesize it. The reactants are: Cl[C:2]1[N:7]=[C:6]([C:8]2[S:12][C:11]([C:13]([CH3:16])([CH3:15])[CH3:14])=[N:10][C:9]=2[C:17]2[C:18]([F:35])=[C:19]([NH:23][S:24]([C:27]3[CH:32]=[C:31]([F:33])[CH:30]=[CH:29][C:28]=3[F:34])(=[O:26])=[O:25])[CH:20]=[CH:21][CH:22]=2)[CH:5]=[CH:4][N:3]=1.[CH2:36]([NH2:40])[CH:37]([CH3:39])[CH3:38]. (7) Given the product [C:1]1([C:7]2[N:8]=[CH:9][N:10]([CH:12]3[CH2:17][CH2:16][N:15]([C:25]([O:27][CH2:28][C:29]([O:31][CH2:32][CH3:33])=[O:30])=[O:24])[CH2:14][CH2:13]3)[CH:11]=2)[CH:2]=[CH:3][CH:4]=[CH:5][CH:6]=1, predict the reactants needed to synthesize it. The reactants are: [C:1]1([C:7]2[N:8]=[CH:9][N:10]([CH:12]3[CH2:17][CH2:16][NH:15][CH2:14][CH2:13]3)[CH:11]=2)[CH:6]=[CH:5][CH:4]=[CH:3][CH:2]=1.C1([O:24][C:25]([O:27][CH2:28][C:29]([O:31][CH2:32][CH3:33])=[O:30])=O)C=CC=CC=1. (8) Given the product [O:1]1[C:5]2[CH:6]=[CH:7][C:8]([O:10][CH2:11][CH2:12][CH2:13][O:14][C:15]3[CH:16]=[CH:17][C:18]([CH:21]4[CH2:26][CH2:25][N:24]([C:27]([O:29][C:30]([CH3:31])([CH3:33])[CH3:32])=[O:28])[CH2:23][CH:22]4[O:34][CH2:36][C:37]4[CH:38]=[CH:39][C:40]5[O:45][CH2:44][C:43](=[O:46])[N:42]([CH2:47][CH2:48][CH2:49][O:50][CH3:51])[C:41]=5[CH:52]=4)=[CH:19][CH:20]=3)=[CH:9][C:4]=2[O:3][CH2:2]1, predict the reactants needed to synthesize it. The reactants are: [O:1]1[C:5]2[CH:6]=[CH:7][C:8]([O:10][CH2:11][CH2:12][CH2:13][O:14][C:15]3[CH:20]=[CH:19][C:18]([CH:21]4[CH2:26][CH2:25][N:24]([C:27]([O:29][C:30]([CH3:33])([CH3:32])[CH3:31])=[O:28])[CH2:23][CH:22]4[OH:34])=[CH:17][CH:16]=3)=[CH:9][C:4]=2[O:3][CH2:2]1.Cl[CH2:36][C:37]1[CH:38]=[CH:39][C:40]2[O:45][CH2:44][C:43](=[O:46])[N:42]([CH2:47][CH2:48][CH2:49][O:50][CH3:51])[C:41]=2[CH:52]=1. (9) Given the product [F:34][CH:16]([F:15])[O:17][C:18]1[CH:23]=[CH:22][C:21]([C:2]2[C:3]([NH2:14])=[CH:4][C:5]([N:8]3[CH2:13][CH2:12][O:11][CH2:10][CH2:9]3)=[N:6][CH:7]=2)=[CH:20][C:19]=1[F:33], predict the reactants needed to synthesize it. The reactants are: I[C:2]1[C:3]([NH2:14])=[CH:4][C:5]([N:8]2[CH2:13][CH2:12][O:11][CH2:10][CH2:9]2)=[N:6][CH:7]=1.[F:15][CH:16]([F:34])[O:17][C:18]1[CH:23]=[CH:22][C:21](B2OC(C)(C)C(C)(C)O2)=[CH:20][C:19]=1[F:33].C1(P(C2CCCCC2)C2CCCCC2)CCCCC1.[O-]P([O-])([O-])=O.[K+].[K+].[K+].